This data is from Full USPTO retrosynthesis dataset with 1.9M reactions from patents (1976-2016). The task is: Predict the reactants needed to synthesize the given product. (1) Given the product [CH:1]1([NH:8][C:9]2[O:10][CH2:11][C:12]3[CH:18]=[C:17]([NH:19][CH2:20][C:22]4[S:23][CH:24]=[CH:25][N:26]=4)[CH:16]=[CH:15][C:13]=3[N:14]=2)[CH2:2][CH2:3][CH2:4][CH2:5][CH2:6][CH2:7]1, predict the reactants needed to synthesize it. The reactants are: [CH:1]1([NH:8][C:9]2[O:10][CH2:11][C:12]3[CH:18]=[C:17]([NH2:19])[CH:16]=[CH:15][C:13]=3[N:14]=2)[CH2:7][CH2:6][CH2:5][CH2:4][CH2:3][CH2:2]1.[CH:20]([C:22]1[S:23][CH:24]=[CH:25][N:26]=1)=O. (2) The reactants are: [CH3:1][O:2][C:3]1[C:8]2[N:9]=[C:10]([NH2:12])[S:11][C:7]=2[C:6]([CH2:13][N:14]2[CH2:19][CH2:18][O:17][CH2:16][CH2:15]2)=[CH:5][CH:4]=1.[F:20][C:21]1[CH:29]=[CH:28][C:24]([C:25](Cl)=[O:26])=[CH:23][CH:22]=1. Given the product [F:20][C:21]1[CH:29]=[CH:28][C:24]([C:25]([NH:12][C:10]2[S:11][C:7]3[C:6]([CH2:13][N:14]4[CH2:19][CH2:18][O:17][CH2:16][CH2:15]4)=[CH:5][CH:4]=[C:3]([O:2][CH3:1])[C:8]=3[N:9]=2)=[O:26])=[CH:23][CH:22]=1, predict the reactants needed to synthesize it. (3) Given the product [NH2:15][C:7]1[C:8]2[O:12][C:11](=[O:13])[NH:10][C:9]=2[CH:14]=[C:5]([C:1]([CH3:4])([CH3:3])[CH3:2])[CH:6]=1, predict the reactants needed to synthesize it. The reactants are: [C:1]([C:5]1[CH:6]=[C:7]([N+:15]([O-])=O)[C:8]2[O:12][C:11](=[O:13])[NH:10][C:9]=2[CH:14]=1)([CH3:4])([CH3:3])[CH3:2].C1CCCCC=1. (4) Given the product [Cl:1][C:2]1[NH:3][C:4]2=[C:14]3[C:15](=[C:12]4[CH:11]=[C:10]([F:13])[CH:9]=[CH:8][C:7]4=[C:5]2[N:6]=1)[C:16](=[O:20])[NH:17][CH:18]=[CH:19]3, predict the reactants needed to synthesize it. The reactants are: [Cl:1][C:2]1[NH:3][C:4]([C:14]2[CH:19]=[CH:18][NH:17][C:16](=[O:20])[CH:15]=2)=[C:5]([C:7]2[CH:12]=[CH:11][C:10]([F:13])=[CH:9][CH:8]=2)[N:6]=1. (5) Given the product [O:33]=[C:26]1[C:27]2[C:32](=[CH:31][CH:30]=[CH:29][CH:28]=2)[CH:24]([O:14][P:12]([CH2:11][C@H:10]([OH:22])[CH2:9][NH:8][C:6]([O:5][C:1]([CH3:4])([CH3:2])[CH3:3])=[O:7])([CH2:15][CH:16]2[CH2:17][CH2:18][CH2:19][CH2:20][CH2:21]2)=[O:13])[O:25]1, predict the reactants needed to synthesize it. The reactants are: [C:1]([O:5][C:6]([NH:8][CH2:9][C@@H:10]([OH:22])[CH2:11][P:12]([CH2:15][CH:16]1[CH2:21][CH2:20][CH2:19][CH2:18][CH2:17]1)(=[O:14])[OH:13])=[O:7])([CH3:4])([CH3:3])[CH3:2].Br[CH:24]1[C:32]2[C:27](=[CH:28][CH:29]=[CH:30][CH:31]=2)[C:26](=[O:33])[O:25]1.